This data is from Reaction yield outcomes from USPTO patents with 853,638 reactions. The task is: Predict the reaction yield, written as a fraction of the theoretical maximum amount of product (1.0 means a 100% yield; for example, 0.34 means a 34% yield). (1) The reactants are [CH3:1][O:2][C:3]([NH:5][C@H:6]([C:10]([N:12]1[CH2:16][CH2:15][CH2:14][C@H:13]1[C:17]1[NH:18][C:19]2[CH:29]=[CH:28][C:27]3[C:22](=[CH:23][CH:24]=[C:25]4[C:37]5[CH:36]=[CH:35][C:34]([C:38]6[NH:42][C:41]([C@H:43]7[CH2:47][CH2:46][CH2:45][N:44]7C(OC(C)(C)C)=O)=[N:40][CH:39]=6)=[CH:33][C:32]=5[CH2:31][O:30][C:26]4=3)[C:20]=2[N:21]=1)=[O:11])[CH:7]([CH3:9])[CH3:8])=[O:4].Cl.[CH3:56][O:57][C:58]([NH:60][C@@H:61]([CH:65]([CH3:67])[CH3:66])[C:62](O)=[O:63])=[O:59].CN(C(ON1N=NC2C=CC=NC1=2)=[N+](C)C)C.F[P-](F)(F)(F)(F)F.C(N(C(C)C)CC)(C)C. The catalyst is CN(C)C=O.C(#N)C.CO.[OH-].[Na+].C(OCC)(=O)C.C(O)C. The product is [CH3:1][O:2][C:3]([NH:5][C@@H:6]([CH:7]([CH3:9])[CH3:8])[C:10]([N:12]1[CH2:16][CH2:15][CH2:14][C@H:13]1[C:17]1[NH:18][C:19]2[CH:29]=[CH:28][C:27]3[C:22](=[CH:23][CH:24]=[C:25]4[C:37]5[CH:36]=[CH:35][C:34]([C:38]6[NH:42][C:41]([C@H:43]7[CH2:47][CH2:46][CH2:45][N:44]7[C:62](=[O:63])[C@@H:61]([NH:60][C:58](=[O:59])[O:57][CH3:56])[CH:65]([CH3:67])[CH3:66])=[N:40][CH:39]=6)=[CH:33][C:32]=5[CH2:31][O:30][C:26]4=3)[C:20]=2[N:21]=1)=[O:11])=[O:4]. The yield is 0.670. (2) The reactants are [Cl:1][C:2]1[CH:3]=[C:4]([CH:8]2[C:12]([C:15]3[CH:20]=[CH:19][C:18]([Cl:21])=[CH:17][CH:16]=3)([C:13]#[N:14])[CH:11]([CH2:22][C:23]([CH3:26])([CH3:25])[CH3:24])[NH:10][CH:9]2[C:27](O)=[O:28])[CH:5]=[CH:6][CH:7]=1.[CH3:30][O:31][C:32]1[CH:33]=[C:34]([CH2:40][CH2:41][NH:42][CH3:43])[CH:35]=[CH:36][C:37]=1[O:38][CH3:39].CN(C(ON1N=NC2C=CC=NC1=2)=[N+](C)C)C.F[P-](F)(F)(F)(F)F.CCN(C(C)C)C(C)C. The catalyst is C(Cl)Cl. The product is [CH3:30][O:31][C:32]1[CH:33]=[C:34]([CH2:40][CH2:41][N:42]([CH3:43])[C:27]([CH:9]2[CH:8]([C:4]3[CH:5]=[CH:6][CH:7]=[C:2]([Cl:1])[CH:3]=3)[C:12]([C:15]3[CH:16]=[CH:17][C:18]([Cl:21])=[CH:19][CH:20]=3)([C:13]#[N:14])[CH:11]([CH2:22][C:23]([CH3:25])([CH3:24])[CH3:26])[NH:10]2)=[O:28])[CH:35]=[CH:36][C:37]=1[O:38][CH3:39]. The yield is 0.483. (3) The reactants are [NH2:1][C:2]1[C:11]2[C:6](=[CH:7][CH:8]=[CH:9][C:10]=2[O:12][CH2:13][C:14]([NH2:17])([CH3:16])[CH3:15])[N:5]=[C:4]([CH3:18])[C:3]=1[C:19]([O:21]CC)=[O:20].[OH-].[Na+].[ClH:26]. The catalyst is CCO.O. The product is [Cl-:26].[NH3+:17][C:14]([CH3:16])([CH3:15])[CH2:13][O:12][C:10]1[CH:9]=[CH:8][CH:7]=[C:6]2[C:11]=1[C:2]([NH3+:1])=[C:3]([C:19]([OH:21])=[O:20])[C:4]([CH3:18])=[N:5]2.[Cl-:26]. The yield is 0.540. (4) The reactants are [CH:1]([O:5][C:6]1[CH:14]=[CH:13][C:12]([S:15]([CH3:18])(=[O:17])=[O:16])=[CH:11][C:7]=1[C:8]([OH:10])=O)([CH2:3][CH3:4])[CH3:2].Cl.[CH3:20][S:21]([C:24]1[S:28][C:27]([N:29]2[CH2:34][CH2:33][NH:32][CH2:31][CH2:30]2)=[N:26][CH:25]=1)(=[O:23])=[O:22]. No catalyst specified. The product is [CH:1]([O:5][C:6]1[CH:14]=[CH:13][C:12]([S:15]([CH3:18])(=[O:17])=[O:16])=[CH:11][C:7]=1[C:8]([N:32]1[CH2:33][CH2:34][N:29]([C:27]2[S:28][C:24]([S:21]([CH3:20])(=[O:23])=[O:22])=[CH:25][N:26]=2)[CH2:30][CH2:31]1)=[O:10])([CH2:3][CH3:4])[CH3:2]. The yield is 0.440. (5) The product is [CH:1]1([CH:7]([NH:23][C:24]2[CH:25]=[CH:26][C:27]([C:30]([N:32]([CH3:40])[CH2:33][CH2:34][C:35]([OH:37])=[O:36])=[O:31])=[CH:28][CH:29]=2)[C:9]2[C:10]([CH2:20][O:21][CH3:22])=[N:11][N:12]([C:14]3[CH:19]=[CH:18][CH:17]=[CH:16][CH:15]=3)[CH:13]=2)[CH2:6][CH2:5][CH2:4][CH2:3][CH2:2]1. The yield is 0.390. No catalyst specified. The reactants are [CH:1]1([CH:7]([C:9]2[C:10]([CH2:20][O:21][CH3:22])=[N:11][N:12]([C:14]3[CH:19]=[CH:18][CH:17]=[CH:16][CH:15]=3)[CH:13]=2)O)[CH2:6][CH2:5][CH2:4][CH2:3][CH2:2]1.[NH2:23][C:24]1[CH:29]=[CH:28][C:27]([C:30]([N:32]([CH3:40])[CH2:33][CH2:34][C:35]([O:37]CC)=[O:36])=[O:31])=[CH:26][CH:25]=1. (6) The reactants are Br[CH2:2][C:3]([C:5]1[CH:10]=[CH:9][C:8]([Br:11])=[CH:7][C:6]=1[F:12])=O.[NH2:13][C:14]1[C:19](OC)=[CH:18][CH:17]=[CH:16][N:15]=1.C[CH2:23][OH:24]. The catalyst is O. The product is [Br:11][C:8]1[CH:9]=[CH:10][C:5]([C:3]2[N:13]=[C:14]3[CH:19]=[CH:18][CH:17]=[C:16]([O:24][CH3:23])[N:15]3[CH:2]=2)=[C:6]([F:12])[CH:7]=1. The yield is 0.320. (7) The reactants are [Si]([O:8][CH:9]([C:18]1[CH:23]=[CH:22][C:21]([CH2:24]Cl)=[CH:20][CH:19]=1)[CH2:10][C:11]([O:13][C:14]([CH3:17])([CH3:16])[CH3:15])=[O:12])(C(C)(C)C)(C)C.[SH:26][CH2:27][CH2:28][C:29]([O:31][CH3:32])=[O:30].C(N(CC)CC)C.[F-].C([N+](CCCC)(CCCC)CCCC)CCC.C1COCC1. The catalyst is C(Cl)(Cl)Cl.[I-].C([N+](CCCC)(CCCC)CCCC)CCC.C1COCC1. The product is [OH:8][CH:9]([C:18]1[CH:19]=[CH:20][C:21]([CH2:24][S:26][CH2:27][CH2:28][C:29]([O:31][CH3:32])=[O:30])=[CH:22][CH:23]=1)[CH2:10][C:11]([O:13][C:14]([CH3:15])([CH3:16])[CH3:17])=[O:12]. The yield is 0.240.